Dataset: Forward reaction prediction with 1.9M reactions from USPTO patents (1976-2016). Task: Predict the product of the given reaction. (1) Given the reactants [CH3:1][O:2][C:3]1[CH:10]=[C:9]([N:11]2[C:15](=[O:16])[CH2:14][C:13]3([CH2:21][CH2:20][NH:19][CH2:18][CH2:17]3)[CH2:12]2)[CH:8]=[CH:7][C:4]=1[C:5]#[N:6].[CH3:22][C:23]1[C:31]([C@@H:32]2[CH2:34][O:33]2)=[CH:30][CH:29]=[C:28]2[C:24]=1[CH2:25][O:26][C:27]2=[O:35], predict the reaction product. The product is: [OH:33][C@H:32]([C:31]1[C:23]([CH3:22])=[C:24]2[C:28](=[CH:29][CH:30]=1)[C:27](=[O:35])[O:26][CH2:25]2)[CH2:34][N:19]1[CH2:20][CH2:21][C:13]2([CH2:12][N:11]([C:9]3[CH:8]=[CH:7][C:4]([C:5]#[N:6])=[C:3]([O:2][CH3:1])[CH:10]=3)[C:15](=[O:16])[CH2:14]2)[CH2:17][CH2:18]1. (2) Given the reactants [C:1]12([CH:11]([OH:37])[CH2:12][O:13][C:14]3[CH:18]=[C:17]([C:19]4[CH:24]=[CH:23][C:22]([C@H:25]5[CH2:30][CH2:29][C@H:28]([CH2:31][C:32]([O:34]CC)=[O:33])[CH2:27][CH2:26]5)=[CH:21][CH:20]=4)[NH:16][N:15]=3)[CH2:10][CH:5]3[CH2:6][CH:7]([CH2:9][CH:3]([CH2:4]3)[CH2:2]1)[CH2:8]2.O.[OH-].[Li+].O1CCCC1.Cl, predict the reaction product. The product is: [C:1]12([CH:11]([OH:37])[CH2:12][O:13][C:14]3[CH:18]=[C:17]([C:19]4[CH:20]=[CH:21][C:22]([C@H:25]5[CH2:26][CH2:27][C@H:28]([CH2:31][C:32]([OH:34])=[O:33])[CH2:29][CH2:30]5)=[CH:23][CH:24]=4)[NH:16][N:15]=3)[CH2:10][CH:5]3[CH2:4][CH:3]([CH2:9][CH:7]([CH2:6]3)[CH2:8]1)[CH2:2]2. (3) Given the reactants Br[C:2]1[CH:7]=[C:6]([CH:8]([CH3:10])[CH3:9])[CH:5]=[C:4]([Br:11])[CH:3]=1.C1[CH2:16][O:15]CC1.[Li]C(C)(C)C.S(Cl)([Cl:24])=O, predict the reaction product. The product is: [Br:11][C:4]1[CH:3]=[C:2]([CH:7]=[C:6]([CH:8]([CH3:10])[CH3:9])[CH:5]=1)[C:16]([Cl:24])=[O:15].